Task: Predict the product of the given reaction.. Dataset: Forward reaction prediction with 1.9M reactions from USPTO patents (1976-2016) (1) The product is: [NH:35]1[C:43]2[C:38](=[CH:39][CH:40]=[CH:41][CH:42]=2)[C:37]([CH:44]=[C:15]2[C:14]3[N:10]([C:11]([C:18]4[CH:23]=[CH:22][CH:21]=[CH:20][CH:19]=4)=[N:12][N:13]=3)[C:9]3[CH:24]=[CH:25][CH:26]=[CH:27][C:8]=3[N:7]([CH2:6][C:5]([N:4]([CH:1]([CH3:3])[CH3:2])[C:29]3[CH:34]=[CH:33][CH:32]=[CH:31][CH:30]=3)=[O:28])[C:16]2=[O:17])=[CH:36]1. Given the reactants [CH:1]([N:4]([C:29]1[CH:34]=[CH:33][CH:32]=[CH:31][CH:30]=1)[C:5](=[O:28])[CH2:6][N:7]1[C:16](=[O:17])[CH2:15][C:14]2[N:10]([C:11]([C:18]3[CH:23]=[CH:22][CH:21]=[CH:20][CH:19]=3)=[N:12][N:13]=2)[C:9]2[CH:24]=[CH:25][CH:26]=[CH:27][C:8]1=2)([CH3:3])[CH3:2].[NH:35]1[C:43]2[C:38](=[CH:39][CH:40]=[CH:41][CH:42]=2)[C:37]([CH:44]=O)=[CH:36]1.N1CCCCC1, predict the reaction product. (2) Given the reactants [Br:1][C:2]1[CH:9]=[CH:8][C:5]([CH2:6]Br)=[CH:4][CH:3]=1.[P:10]([O:17]CC)([O:14][CH2:15][CH3:16])[O:11][CH2:12][CH3:13], predict the reaction product. The product is: [CH2:12]([O:11][P:10]([O:14][CH2:15][CH3:16])[O:17][CH2:6][C:5]1[CH:8]=[CH:9][C:2]([Br:1])=[CH:3][CH:4]=1)[CH3:13]. (3) The product is: [Cl:21][C:17]1[CH:18]=[C:19]2[C:14](=[CH:15][CH:16]=1)[N:13]([C:22]([O:24][CH2:25][C:26]1[CH:27]=[CH:28][CH:29]=[CH:30][CH:31]=1)=[O:23])[C:12](=[O:11])[CH2:20]2. Given the reactants C(OC([O:11][C:12]1[N:13]([C:22]([O:24][CH2:25][C:26]2[CH:31]=[CH:30][CH:29]=[CH:28][CH:27]=2)=[O:23])[C:14]2[C:19]([CH:20]=1)=[CH:18][C:17]([Cl:21])=[CH:16][CH:15]=2)=O)C1C=CC=CC=1.N.O1CCOCC1, predict the reaction product.